This data is from Full USPTO retrosynthesis dataset with 1.9M reactions from patents (1976-2016). The task is: Predict the reactants needed to synthesize the given product. (1) Given the product [I:28][C:18]1[C:9]([O:8][C@H:5]2[CH2:4][CH2:3][C@@H:2]([CH3:1])[CH2:7][CH2:6]2)=[CH:10][CH:11]=[C:12]2[C:17]=1[C:16]([CH:19]=[O:20])=[CH:15][CH:14]=[CH:13]2, predict the reactants needed to synthesize it. The reactants are: [CH3:1][C@@H:2]1[CH2:7][CH2:6][C@H:5]([O:8][C:9]2[CH:18]=[C:17]3[C:12]([CH:13]=[CH:14][CH:15]=[C:16]3[CH:19]=[O:20])=[CH:11][CH:10]=2)[CH2:4][CH2:3]1.C1C(=O)N([I:28])C(=O)C1.C(O)(C(F)(F)F)=O. (2) Given the product [CH3:22][O:23][NH:24][CH2:2][C:3]1[CH:8]=[CH:7][C:6]([C:9]2[O:10][C:11]3[C:17]([C:18]([O:20][CH3:21])=[O:19])=[CH:16][CH:15]=[CH:14][C:12]=3[N:13]=2)=[CH:5][CH:4]=1, predict the reactants needed to synthesize it. The reactants are: Br[CH2:2][C:3]1[CH:8]=[CH:7][C:6]([C:9]2[O:10][C:11]3[C:17]([C:18]([O:20][CH3:21])=[O:19])=[CH:16][CH:15]=[CH:14][C:12]=3[N:13]=2)=[CH:5][CH:4]=1.[CH3:22][O:23][NH2:24]. (3) Given the product [Br:1][C:2]1[CH:3]=[C:4]2[C:9](=[CH:10][CH:11]=1)[N:8]([S:14]([CH2:12][CH3:13])(=[O:16])=[O:15])[CH2:7][CH2:6][CH2:5]2, predict the reactants needed to synthesize it. The reactants are: [Br:1][C:2]1[CH:3]=[C:4]2[C:9](=[CH:10][CH:11]=1)[NH:8][CH2:7][CH2:6][CH2:5]2.[CH2:12]([S:14](Cl)(=[O:16])=[O:15])[CH3:13].